Predict the reactants needed to synthesize the given product. From a dataset of Full USPTO retrosynthesis dataset with 1.9M reactions from patents (1976-2016). Given the product [C:45]([O:44][C:42]([N:17]1[CH2:18][C@H:19]([N:22]([CH:39]([CH3:41])[CH3:40])[C:23](=[O:38])[C:24]2[CH:29]=[CH:28][C:27]([O:30][CH3:31])=[C:26]([O:32][CH2:33][CH2:34][CH2:35][O:36][CH3:37])[CH:25]=2)[CH2:20][CH2:21][C@@H:16]1[CH2:15][CH2:14][N:13]([C:5](=[O:6])[CH2:4][C:3]([C:1]#[N:2])([CH3:9])[CH3:8])[CH:10]1[CH2:11][CH2:12]1)=[O:43])([CH3:47])([CH3:48])[CH3:46], predict the reactants needed to synthesize it. The reactants are: [C:1]([C:3]([CH3:9])([CH3:8])[CH2:4][C:5](O)=[O:6])#[N:2].[CH:10]1([NH:13][CH2:14][CH2:15][C@@H:16]2[CH2:21][CH2:20][C@@H:19]([N:22]([CH:39]([CH3:41])[CH3:40])[C:23](=[O:38])[C:24]3[CH:29]=[CH:28][C:27]([O:30][CH3:31])=[C:26]([O:32][CH2:33][CH2:34][CH2:35][O:36][CH3:37])[CH:25]=3)[CH2:18][N:17]2[C:42]([O:44][C:45]([CH3:48])([CH3:47])[CH3:46])=[O:43])[CH2:12][CH2:11]1.